This data is from Ames mutagenicity test results for genotoxicity prediction. The task is: Regression/Classification. Given a drug SMILES string, predict its toxicity properties. Task type varies by dataset: regression for continuous values (e.g., LD50, hERG inhibition percentage) or binary classification for toxic/non-toxic outcomes (e.g., AMES mutagenicity, cardiotoxicity, hepatotoxicity). Dataset: ames. (1) The molecule is Cc1cc(Cc2cc(C)cc(C(C)(C)C)c2O)c(O)c(C(C)(C)C)c1. The result is 0 (non-mutagenic). (2) The molecule is CC(C)(C)c1cc(-c2ccccc2)ccc1NO. The result is 1 (mutagenic). (3) The compound is O=C(/N=c1\sn(C(=O)c2cccc([N+](=O)[O-])c2)c2ccc([N+](=O)[O-])cc12)c1cccc([N+](=O)[O-])c1. The result is 1 (mutagenic). (4) The molecule is N#CC1=C(C#N)C(=O)C(Cl)=C(Cl)C1=O. The result is 0 (non-mutagenic). (5) The molecule is Nc1ccc(Cc2ccc(N)c(Cc3ccc(N)cc3)c2)cc1. The result is 1 (mutagenic). (6) The compound is CC12CCC(CC1=O)C2(C)C. The result is 0 (non-mutagenic). (7) The drug is O=[N+]([O-])c1ccc(-n2nc(-c3ccccc3)n[n+]2-c2ccc(I)cc2)cc1. The result is 0 (non-mutagenic). (8) The compound is c1ccc(Nc2ccc(Nc3ccccc3)cc2)cc1. The result is 1 (mutagenic). (9) The compound is O=[N+]([O-])c1cccc2c1c([N+](=O)[O-])cc1ccccc12. The result is 1 (mutagenic).